From a dataset of Full USPTO retrosynthesis dataset with 1.9M reactions from patents (1976-2016). Predict the reactants needed to synthesize the given product. (1) Given the product [N+:21]([C:18]1[CH:17]=[CH:16][C:15]([C:14]2[CH:13]=[CH:25][NH:24][C:26]=2[C:27]([O:29][CH3:30])=[O:28])=[CH:20][CH:19]=1)([O-:23])=[O:22], predict the reactants needed to synthesize it. The reactants are: [H-].[Na+].CC1C=CC(S(/[CH:13]=[CH:14]/[C:15]2[CH:20]=[CH:19][C:18]([N+:21]([O-:23])=[O:22])=[CH:17][CH:16]=2)(=O)=O)=CC=1.[N+:24]([CH2:26][C:27]([O:29][CH3:30])=[O:28])#[C-:25]. (2) Given the product [CH3:1][C:2]1[N:3]=[C:4]([C:7]2[C:8]3[CH2:17][CH2:16][CH2:15][CH2:14][CH2:13][C:9]=3[S:10][C:11]=2[NH:12][C:27]([CH:18]2[CH2:23][CH2:22][CH2:21][CH2:20][CH:19]2[C:24]([OH:26])=[O:25])=[O:28])[S:5][CH:6]=1, predict the reactants needed to synthesize it. The reactants are: [CH3:1][C:2]1[N:3]=[C:4]([C:7]2[C:8]3[CH2:17][CH2:16][CH2:15][CH2:14][CH2:13][C:9]=3[S:10][C:11]=2[NH2:12])[S:5][CH:6]=1.[C@@H:18]12[C:27](=[O:28])[O:26][C:24](=[O:25])[C@@H:19]1[CH2:20][CH2:21][CH2:22][CH2:23]2. (3) Given the product [Cl:18][C:19]1[CH:20]=[CH:21][C:22]([CH2:23][CH2:24][NH:25][C:26]([C:27]2[CH:32]=[CH:31][C:30]([O:33][C:8]3[CH:7]=[CH:6][C:5]([CH2:10][C:11]([O:13][C:14]([CH3:17])([CH3:16])[CH3:15])=[O:12])=[CH:4][C:3]=3[C:1]#[N:2])=[CH:29][CH:28]=2)=[O:34])=[CH:35][CH:36]=1, predict the reactants needed to synthesize it. The reactants are: [C:1]([C:3]1[CH:4]=[C:5]([CH2:10][C:11]([O:13][C:14]([CH3:17])([CH3:16])[CH3:15])=[O:12])[CH:6]=[CH:7][C:8]=1F)#[N:2].[Cl:18][C:19]1[CH:36]=[CH:35][C:22]([CH2:23][CH2:24][NH:25][C:26](=[O:34])[C:27]2[CH:32]=[CH:31][C:30]([OH:33])=[CH:29][CH:28]=2)=[CH:21][CH:20]=1.C(=O)([O-])[O-].[K+].[K+]. (4) Given the product [Cl:11][C:3]1[CH:4]=[CH:5][C:6]([CH:8]([CH3:10])[CH3:9])=[CH:7][C:2]=1[B:17]([OH:20])[OH:18], predict the reactants needed to synthesize it. The reactants are: Br[C:2]1[CH:7]=[C:6]([CH:8]([CH3:10])[CH3:9])[CH:5]=[CH:4][C:3]=1[Cl:11].C([Li])CCC.[B:17](OC)([O:20]C)[O:18]C. (5) Given the product [F:1][C:2]([F:15])([F:14])[S:3]([O:6][CH2:17][CH2:18][CH2:19][CH2:20][CH2:21][C:22]([O:24][CH2:25][CH3:26])=[O:23])(=[O:5])=[O:4], predict the reactants needed to synthesize it. The reactants are: [F:1][C:2]([F:15])([F:14])[S:3]([O:6]S(C(F)(F)F)(=O)=O)(=[O:5])=[O:4].O[CH2:17][CH2:18][CH2:19][CH2:20][CH2:21][C:22]([O:24][CH2:25][CH3:26])=[O:23].